From a dataset of Forward reaction prediction with 1.9M reactions from USPTO patents (1976-2016). Predict the product of the given reaction. (1) Given the reactants [CH2:1]([O:8][C:9]1[C:10]([CH3:17])=[N:11][CH:12]=[C:13](Br)[C:14]=1[OH:15])[C:2]1[CH:7]=[CH:6][CH:5]=[CH:4][CH:3]=1.C1(P(C2C=CC=CC=2)CCCP(C2C=CC=CC=2)C2C=CC=CC=2)C=CC=CC=1.C(N(CC)CC)C.[C]=O.[Cl-].[NH4+].[C:58]([O:61][CH2:62]C)(=[O:60])C, predict the reaction product. The product is: [CH3:62][O:61][C:58](=[O:60])[C:13]1[C:14]([OH:15])=[C:9]([O:8][CH2:1][C:2]2[CH:7]=[CH:6][CH:5]=[CH:4][CH:3]=2)[C:10]([CH3:17])=[N:11][CH:12]=1. (2) The product is: [F:1][C:2]([F:43])([F:42])[C:3]([OH:52])=[O:55].[F:12][C:9]([F:10])([F:11])[C:7]1[CH:6]=[C:5]([C:13]([CH3:40])([CH3:41])[C:14]([N:16]([CH3:39])[C:17]2[C:18]([C:33]3[CH:34]=[CH:35][CH:36]=[CH:37][CH:38]=3)=[C:19]3[C:24](=[CH:25][CH:26]=2)[N:23]=[C:22]([CH2:27][C:28]([OH:30])=[O:29])[CH:21]=[CH:20]3)=[O:15])[CH:4]=[C:3]([C:2]([F:1])([F:42])[F:43])[CH:8]=1. Given the reactants [F:1][C:2]([F:43])([F:42])[C:3]1[CH:4]=[C:5]([C:13]([CH3:41])([CH3:40])[C:14]([N:16]([CH3:39])[C:17]2[C:18]([C:33]3[CH:38]=[CH:37][CH:36]=[CH:35][CH:34]=3)=[C:19]3[C:24](=[CH:25][CH:26]=2)[N:23]=[C:22]([CH2:27][C:28]([O:30]CC)=[O:29])[CH:21]=[CH:20]3)=[O:15])[CH:6]=[C:7]([C:9]([F:12])([F:11])[F:10])[CH:8]=1.C1C=C(Cl)C=C(C(OO)=[O:52])C=1.[OH-:55].[Na+], predict the reaction product. (3) Given the reactants [CH3:1][CH:2]1[CH2:6][C:5](=O)[CH2:4][CH:3]1[C:8]([O:10][CH2:11][CH3:12])=[O:9].CC(O)=O.[CH2:17]([NH:24][CH2:25][C:26]1[CH:31]=[CH:30][CH:29]=[CH:28][CH:27]=1)[C:18]1[CH:23]=[CH:22][CH:21]=[CH:20][CH:19]=1.C(O[BH-](OC(=O)C)OC(=O)C)(=O)C.[Na+].C([O-])(O)=O.[Na+], predict the reaction product. The product is: [CH2:25]([N:24]([CH2:17][C:18]1[CH:23]=[CH:22][CH:21]=[CH:20][CH:19]=1)[CH:5]1[CH2:4][CH:3]([C:8]([O:10][CH2:11][CH3:12])=[O:9])[CH:2]([CH3:1])[CH2:6]1)[C:26]1[CH:31]=[CH:30][CH:29]=[CH:28][CH:27]=1.[CH2:25]([N:24]([CH2:17][C:18]1[CH:23]=[CH:22][CH:21]=[CH:20][CH:19]=1)[C@@H:5]1[CH2:4][C@H:3]([C:8]([O:10][CH2:11][CH3:12])=[O:9])[C@H:2]([CH3:1])[CH2:6]1)[C:26]1[CH:31]=[CH:30][CH:29]=[CH:28][CH:27]=1. (4) Given the reactants [Br:1][C:2]1[CH:7]=[CH:6][C:5]([C:8](=[O:11])[CH2:9][Cl:10])=[C:4]([Cl:12])[CH:3]=1.[C:13]([Mg]Br)#[C:14][CH3:15], predict the reaction product. The product is: [Br:1][C:2]1[CH:7]=[CH:6][C:5]([C:8]([OH:11])([C:13]#[C:14][CH3:15])[CH2:9][Cl:10])=[C:4]([Cl:12])[CH:3]=1.